Dataset: Full USPTO retrosynthesis dataset with 1.9M reactions from patents (1976-2016). Task: Predict the reactants needed to synthesize the given product. Given the product [Cl:22][C:18]1[CH:17]=[C:16]([C:11]2([C:14]#[N:15])[CH2:10][CH2:9][N:8]([C:6]3[N:39]=[CH:38][N:37]=[C:36]4[C:32]=3[N:33]=[CH:34][NH:35]4)[CH2:13][CH2:12]2)[CH:21]=[CH:20][CH:19]=1, predict the reactants needed to synthesize it. The reactants are: C(O[C:6]([N:8]1[CH2:13][CH2:12][C:11]([C:16]2[CH:21]=[CH:20][CH:19]=[C:18]([Cl:22])[CH:17]=2)([C:14]#[N:15])[CH2:10][CH2:9]1)=O)(C)(C)C.FC(F)(F)C(O)=O.ClC1[N:39]=[CH:38][N:37]=[C:36]2[C:32]=1[N:33]=[CH:34][NH:35]2.C(N(CC)CC)C.